Dataset: Choline transporter screen with 302,306 compounds. Task: Binary Classification. Given a drug SMILES string, predict its activity (active/inactive) in a high-throughput screening assay against a specified biological target. (1) The molecule is s1c(c2nc(Nc3cc(NC(=O)C)ccc3)c3c(n2)cccc3)ccc1. The result is 0 (inactive). (2) The molecule is Fc1c(Nc2n3ncnc3nc(c2)C)cccc1. The result is 0 (inactive).